Dataset: Full USPTO retrosynthesis dataset with 1.9M reactions from patents (1976-2016). Task: Predict the reactants needed to synthesize the given product. Given the product [ClH:36].[NH2:8][C@H:12]([CH2:11][OH:10])[CH2:13][C:14]1[CH:15]=[CH:16][C:17]([O:20][C:21]2[N:22]=[CH:23][CH:24]=[CH:25][C:26]=2[C:27]([N:28]([CH3:30])[CH3:29])=[O:31])=[CH:18][CH:19]=1, predict the reactants needed to synthesize it. The reactants are: C(OC([N:8]1[C@@H:12]([CH2:13][C:14]2[CH:19]=[CH:18][C:17]([O:20][C:21]3[C:26]([C:27](=[O:31])[N:28]([CH3:30])[CH3:29])=[CH:25][CH:24]=[CH:23][N:22]=3)=[CH:16][CH:15]=2)[CH2:11][O:10]C1(C)C)=O)(C)(C)C.CO.[ClH:36].